Dataset: Full USPTO retrosynthesis dataset with 1.9M reactions from patents (1976-2016). Task: Predict the reactants needed to synthesize the given product. (1) Given the product [O:1]1[CH:5]=[CH:4][CH:3]=[C:2]1[C:6]1[C:11]([C:12]2[CH:17]=[CH:16][N:15]=[CH:14][N:13]=2)=[CH:10][N:9]=[C:8]([NH:18][C:20]2[CH:25]=[N:24][C:23]([O:26][CH3:27])=[CH:22][CH:21]=2)[N:7]=1, predict the reactants needed to synthesize it. The reactants are: [O:1]1[CH:5]=[CH:4][CH:3]=[C:2]1[C:6]1[C:11]([C:12]2[CH:17]=[CH:16][N:15]=[CH:14][N:13]=2)=[CH:10][N:9]=[C:8]([NH2:18])[N:7]=1.Br[C:20]1[CH:21]=[CH:22][C:23]([O:26][CH3:27])=[N:24][CH:25]=1.C([O-])([O-])=O.[K+].[K+].CNCCNC. (2) Given the product [F:80][C:78]([F:79])([F:81])[C:76]1[CH:77]=[C:72]([C:71]2[C:65]3[O:64][CH:63]([CH2:62][NH2:59])[CH2:67][C:66]=3[CH:68]=[CH:69][CH:70]=2)[CH:73]=[C:74]([C:82]([F:83])([F:84])[F:85])[CH:75]=1, predict the reactants needed to synthesize it. The reactants are: CC1C=CC(S(OCC2CC3C=CC=C(C4C=C(C(F)(F)F)C=C(C(F)(F)F)C=4)C=3O2)(=O)=O)=CC=1.[N-]=[N+]=[N-].[Na+].N(CC1CC2C=C(Cl)C=C(C3C=CSC=3)C=2O1)=[N+]=[N-].[N:59]([CH2:62][CH:63]1[CH2:67][C:66]2[CH:68]=[CH:69][CH:70]=[C:71]([C:72]3[CH:77]=[C:76]([C:78]([F:81])([F:80])[F:79])[CH:75]=[C:74]([C:82]([F:85])([F:84])[F:83])[CH:73]=3)[C:65]=2[O:64]1)=[N+]=[N-].[N-]=[N+]=[N-]. (3) The reactants are: [CH3:1][N:2]1[CH:6]=[CH:5][C:4]([NH:7][C:8]([C:10]2[CH:15]=[C:14](B3OC(C)(C)C(C)(C)O3)[CH:13]=[C:12]([CH3:25])[N:11]=2)=[O:9])=[N:3]1.Br[C:27]1[CH:32]=[CH:31][N:30]=[C:29]([C:33]#[N:34])[CH:28]=1. Given the product [CH3:1][N:2]1[CH:6]=[CH:5][C:4]([NH:7][C:8]([C:10]2[CH:15]=[C:14]([C:27]3[CH:32]=[CH:31][N:30]=[C:29]([C:33]#[N:34])[CH:28]=3)[CH:13]=[C:12]([CH3:25])[N:11]=2)=[O:9])=[N:3]1, predict the reactants needed to synthesize it. (4) Given the product [N:9]1[C:8]2[CH:7]=[C:6]3[C:4](=[O:5])[O:18][C:16](=[O:17])[C:15]3=[CH:14][C:13]=2[N:12]=[CH:11][CH:10]=1, predict the reactants needed to synthesize it. The reactants are: C(O[C:4]([C:6]1[CH:7]=[C:8]2[C:13](=[CH:14][C:15]=1[C:16]([O:18]CC)=[O:17])[N:12]=[CH:11][CH:10]=[N:9]2)=[O:5])C.[OH-].[K+].O. (5) Given the product [C:2]1([N:8]([CH2:32][CH2:33][CH2:34][O:35][CH2:36][C:37]2[CH:42]=[CH:41][CH:40]=[CH:39][CH:38]=2)[C:9]([C:11]2[CH:31]=[CH:30][C:14]3[N:15]([CH3:29])[C:16]([CH2:18][NH:19][C:20]4[CH:25]=[CH:24][C:23]([C:26](=[NH:27])[NH:28][C:44]([O:46][CH2:47][CH2:48][CH2:49][CH2:50][CH2:51][CH3:52])=[O:45])=[CH:22][CH:21]=4)=[N:17][C:13]=3[CH:12]=2)=[O:10])[CH:3]=[CH:4][CH:5]=[CH:6][CH:7]=1, predict the reactants needed to synthesize it. The reactants are: Cl.[C:2]1([N:8]([CH2:32][CH2:33][CH2:34][O:35][CH2:36][C:37]2[CH:42]=[CH:41][CH:40]=[CH:39][CH:38]=2)[C:9]([C:11]2[CH:31]=[CH:30][C:14]3[N:15]([CH3:29])[C:16]([CH2:18][NH:19][C:20]4[CH:25]=[CH:24][C:23]([C:26](=[NH:28])[NH2:27])=[CH:22][CH:21]=4)=[N:17][C:13]=3[CH:12]=2)=[O:10])[CH:7]=[CH:6][CH:5]=[CH:4][CH:3]=1.Cl[C:44]([O:46][CH2:47][CH2:48][CH2:49][CH2:50][CH2:51][CH3:52])=[O:45].